The task is: Regression. Given two drug SMILES strings and cell line genomic features, predict the synergy score measuring deviation from expected non-interaction effect.. This data is from NCI-60 drug combinations with 297,098 pairs across 59 cell lines. (1) Drug 1: C1CN1P(=S)(N2CC2)N3CC3. Drug 2: C1=CC=C(C=C1)NC(=O)CCCCCCC(=O)NO. Cell line: HCT-15. Synergy scores: CSS=9.51, Synergy_ZIP=-3.00, Synergy_Bliss=-2.32, Synergy_Loewe=-2.05, Synergy_HSA=-1.99. (2) Drug 1: COC1=CC(=CC(=C1O)OC)C2C3C(COC3=O)C(C4=CC5=C(C=C24)OCO5)OC6C(C(C7C(O6)COC(O7)C8=CC=CS8)O)O. Drug 2: CC1CCCC2(C(O2)CC(NC(=O)CC(C(C(=O)C(C1O)C)(C)C)O)C(=CC3=CSC(=N3)C)C)C. Cell line: MDA-MB-435. Synergy scores: CSS=7.90, Synergy_ZIP=-3.27, Synergy_Bliss=-0.106, Synergy_Loewe=-8.56, Synergy_HSA=-3.26. (3) Drug 1: COC1=CC(=CC(=C1O)OC)C2C3C(COC3=O)C(C4=CC5=C(C=C24)OCO5)OC6C(C(C7C(O6)COC(O7)C8=CC=CS8)O)O. Drug 2: CCC1(C2=C(COC1=O)C(=O)N3CC4=CC5=C(C=CC(=C5CN(C)C)O)N=C4C3=C2)O.Cl. Cell line: TK-10. Synergy scores: CSS=25.6, Synergy_ZIP=-7.39, Synergy_Bliss=-0.500, Synergy_Loewe=0.884, Synergy_HSA=1.35. (4) Drug 1: C1=CC(=CC=C1CC(C(=O)O)N)N(CCCl)CCCl.Cl. Drug 2: B(C(CC(C)C)NC(=O)C(CC1=CC=CC=C1)NC(=O)C2=NC=CN=C2)(O)O. Cell line: OVCAR-5. Synergy scores: CSS=3.52, Synergy_ZIP=0.0657, Synergy_Bliss=1.90, Synergy_Loewe=-1.65, Synergy_HSA=-1.65. (5) Drug 1: CN(CC1=CN=C2C(=N1)C(=NC(=N2)N)N)C3=CC=C(C=C3)C(=O)NC(CCC(=O)O)C(=O)O. Drug 2: CC1=C(C(CCC1)(C)C)C=CC(=CC=CC(=CC(=O)O)C)C. Cell line: NCI/ADR-RES. Synergy scores: CSS=4.29, Synergy_ZIP=-0.878, Synergy_Bliss=2.03, Synergy_Loewe=-5.01, Synergy_HSA=-0.625. (6) Drug 1: C1=CC(=CC=C1CCC2=CNC3=C2C(=O)NC(=N3)N)C(=O)NC(CCC(=O)O)C(=O)O. Drug 2: CCC1=CC2CC(C3=C(CN(C2)C1)C4=CC=CC=C4N3)(C5=C(C=C6C(=C5)C78CCN9C7C(C=CC9)(C(C(C8N6C)(C(=O)OC)O)OC(=O)C)CC)OC)C(=O)OC.C(C(C(=O)O)O)(C(=O)O)O. Cell line: NCI-H522. Synergy scores: CSS=57.3, Synergy_ZIP=-10.2, Synergy_Bliss=-12.9, Synergy_Loewe=-17.2, Synergy_HSA=-10.0. (7) Drug 1: CC1=C(C=C(C=C1)C(=O)NC2=CC(=CC(=C2)C(F)(F)F)N3C=C(N=C3)C)NC4=NC=CC(=N4)C5=CN=CC=C5. Drug 2: C1CCC(C(C1)N)N.C(=O)(C(=O)[O-])[O-].[Pt+4]. Cell line: HCT116. Synergy scores: CSS=55.6, Synergy_ZIP=-1.89, Synergy_Bliss=-2.74, Synergy_Loewe=-6.15, Synergy_HSA=-0.873.